From a dataset of Forward reaction prediction with 1.9M reactions from USPTO patents (1976-2016). Predict the product of the given reaction. (1) Given the reactants [Br-].[CH2:2]([N+:6]1(C)[CH2:10][CH2:9]C[CH2:7]1)[CH2:3][CH2:4][CH3:5].[F:12][C:13]([F:26])([F:25])[S:14]([N-:17][S:18]([C:21]([F:24])([F:23])[F:22])(=[O:20])=[O:19])(=[O:16])=[O:15].[CH2:27]([N+:31]1(C)CCCC1)CCC, predict the reaction product. The product is: [F:24][C:21]([F:22])([F:23])[S:18]([N-:17][S:14]([C:13]([F:12])([F:25])[F:26])(=[O:15])=[O:16])(=[O:19])=[O:20].[CH2:2]([N+:6]1[CH:10]=[CH:9][N:31]([CH3:27])[CH:7]=1)[CH2:3][CH2:4][CH3:5]. (2) Given the reactants [CH2:1]([O:3][C:4]([C:6]1[C:15](=[O:16])[C:14]2[C:9](=[C:10]([Cl:38])[C:11]([NH:18][CH2:19][CH:20]([OH:37])[CH2:21][O:22][CH:23]3[CH2:26][N:25](C(OCC4C=CC=CC=4)=O)[CH2:24]3)=[C:12]([F:17])[CH:13]=2)[N:8]([C:39]2[C:44]([F:45])=[CH:43][C:42]([F:46])=[C:41]([NH2:47])[N:40]=2)[CH:7]=1)=[O:5])[CH3:2], predict the reaction product. The product is: [CH2:1]([O:3][C:4]([C:6]1[C:15](=[O:16])[C:14]2[C:9](=[C:10]([Cl:38])[C:11]([NH:18][CH2:19][CH:20]([OH:37])[CH2:21][O:22][CH:23]3[CH2:26][NH:25][CH2:24]3)=[C:12]([F:17])[CH:13]=2)[N:8]([C:39]2[C:44]([F:45])=[CH:43][C:42]([F:46])=[C:41]([NH2:47])[N:40]=2)[CH:7]=1)=[O:5])[CH3:2].